Dataset: Full USPTO retrosynthesis dataset with 1.9M reactions from patents (1976-2016). Task: Predict the reactants needed to synthesize the given product. (1) The reactants are: [C:1]1([C@H:7]([NH:9][C:10]([C:12]2[CH:17]=[CH:16][C:15]([CH3:18])=[C:14](Br)[CH:13]=2)=[O:11])[CH3:8])[CH:6]=[CH:5][CH:4]=[CH:3][CH:2]=1.[CH3:20][O:21][C:22]1[CH:27]=[CH:26][C:25](B(O)O)=[CH:24][CH:23]=1.C1(C)C=CC=CC=1. Given the product [C:1]1([C@H:7]([NH:9][C:10]([C:12]2[CH:17]=[CH:16][C:15]([CH3:18])=[C:14]([C:25]3[CH:26]=[CH:27][C:22]([O:21][CH3:20])=[CH:23][CH:24]=3)[CH:13]=2)=[O:11])[CH3:8])[CH:6]=[CH:5][CH:4]=[CH:3][CH:2]=1, predict the reactants needed to synthesize it. (2) Given the product [CH2:1]([NH:8][C:9]([CH3:17])([CH3:16])[CH2:10][CH2:11][OH:12])[C:2]1[CH:7]=[CH:6][CH:5]=[CH:4][CH:3]=1, predict the reactants needed to synthesize it. The reactants are: [CH2:1]([NH:8][C:9]([CH3:17])([CH3:16])[CH2:10][C:11](OCC)=[O:12])[C:2]1[CH:7]=[CH:6][CH:5]=[CH:4][CH:3]=1.[H-].[H-].[H-].[H-].[Li+].[Al+3].O. (3) The reactants are: C[As]([NH:4][C@@H:5]([CH2:9][CH2:10][C:11]([NH:13][C@H:14]([C:17]([NH:19][CH2:20][C:21]([OH:23])=[O:22])=[O:18])[CH2:15][SH:16])=[O:12])[C:6]([OH:8])=[O:7])C.[CH3:24][As:25](N(SSN([As](C)C)[C@H](C(O)=O)CCC(=O)N)[C@H](C(O)=O)CCC(=O)N)[CH3:26].C[As]([As](C)C)C. Given the product [CH3:24][As:25]([CH3:26])[S:16][CH2:15][C@@H:14]([C:17]([NH:19][CH2:20][C:21]([OH:23])=[O:22])=[O:18])[NH:13][C:11](=[O:12])[CH2:10][CH2:9][C@@H:5]([C:6]([OH:8])=[O:7])[NH2:4], predict the reactants needed to synthesize it. (4) Given the product [CH:15]1([N:7]2[CH2:8][CH:9]([CH3:14])[C:10](=[O:13])[N:11]([CH3:12])[C:5]3[CH:4]=[N:3][C:2]([NH:37][C:34]4[CH:35]=[CH:36][C:30]5[O:29][C:28]([C:25]6[CH:24]=[CH:23][N:22]=[CH:27][CH:26]=6)=[N:32][C:31]=5[CH:33]=4)=[N:21][C:6]2=3)[CH2:20][CH2:19][CH2:18][CH2:17][CH2:16]1, predict the reactants needed to synthesize it. The reactants are: Cl[C:2]1[N:3]=[CH:4][C:5]2[N:11]([CH3:12])[C:10](=[O:13])[CH:9]([CH3:14])[CH2:8][N:7]([CH:15]3[CH2:20][CH2:19][CH2:18][CH2:17][CH2:16]3)[C:6]=2[N:21]=1.[N:22]1[CH:27]=[CH:26][C:25]([C:28]2[O:29][C:30]3[CH:36]=[CH:35][C:34]([NH2:37])=[CH:33][C:31]=3[N:32]=2)=[CH:24][CH:23]=1.O.C1(C)C=CC(S(O)(=O)=O)=CC=1. (5) Given the product [C:13]([O:17][C:18]([N:20]1[CH2:21][CH2:22][N:23]([C:26]2[NH:27][C:28]([C:33]3[CH:38]=[CH:37][N:36]=[C:35](/[CH:9]=[CH:8]/[C:5]4[CH:6]=[CH:7][C:2]([F:1])=[CH:3][CH:4]=4)[CH:34]=3)=[CH:29][C:30]=2[C:31]#[N:32])[CH2:24][CH2:25]1)=[O:19])([CH3:16])([CH3:14])[CH3:15], predict the reactants needed to synthesize it. The reactants are: [F:1][C:2]1[CH:7]=[CH:6][C:5](/[CH:8]=[CH:9]/B(O)O)=[CH:4][CH:3]=1.[C:13]([O:17][C:18]([N:20]1[CH2:25][CH2:24][N:23]([C:26]2[NH:27][C:28]([C:33]3[CH:38]=[CH:37][N:36]=[C:35](Cl)[CH:34]=3)=[CH:29][C:30]=2[C:31]#[N:32])[CH2:22][CH2:21]1)=[O:19])([CH3:16])([CH3:15])[CH3:14].C([O-])([O-])=O.[Na+].[Na+]. (6) The reactants are: [O:1]1[C:5]2[CH:6]=[CH:7][C:8]([CH2:10][CH2:11][C:12]([N:14]3[CH2:19][CH:18]4[CH:16]([C:17]4([C:21]4[CH:22]=[C:23]([NH:27][S:28]([CH3:31])(=[O:30])=[O:29])[CH:24]=[CH:25][CH:26]=4)[CH3:20])[CH2:15]3)=O)=[CH:9][C:4]=2[O:3][CH2:2]1.[H-].[Al+3].[Li+].[H-].[H-].[H-].O.C(=O)([O-])O.[Na+]. Given the product [O:1]1[C:5]2[CH:6]=[CH:7][C:8]([CH2:10][CH2:11][CH2:12][N:14]3[CH2:19][CH:18]4[CH:16]([C:17]4([C:21]4[CH:22]=[C:23]([NH:27][S:28]([CH3:31])(=[O:30])=[O:29])[CH:24]=[CH:25][CH:26]=4)[CH3:20])[CH2:15]3)=[CH:9][C:4]=2[O:3][CH2:2]1, predict the reactants needed to synthesize it. (7) Given the product [CH3:20][O:19][C:16]1[CH:17]=[CH:18][C:13]([CH2:12][N:4]2[C:5]([N:7]3[CH2:11][CH2:10][CH2:9][CH2:8]3)=[N:6][C:2]([C:22]#[C:21][Si:23]([CH3:26])([CH3:25])[CH3:24])=[N:3]2)=[CH:14][CH:15]=1, predict the reactants needed to synthesize it. The reactants are: Br[C:2]1[N:6]=[C:5]([N:7]2[CH2:11][CH2:10][CH2:9][CH2:8]2)[N:4]([CH2:12][C:13]2[CH:18]=[CH:17][C:16]([O:19][CH3:20])=[CH:15][CH:14]=2)[N:3]=1.[C:21]([Si:23]([CH3:26])([CH3:25])[CH3:24])#[CH:22].C(N(CC)CC)C. (8) Given the product [C:20]1([C:24]2[CH:29]=[CH:28][CH:27]=[CH:26][CH:25]=2)[CH:21]=[CH:22][CH:23]=[C:18]([C:15]2[CH:16]=[C:17]([B:43]([OH:46])[OH:44])[C:12]3[S:11][C:10]4[CH:30]=[CH:31][C:7]([C:3]5[CH:2]=[C:1]([C:32]6[CH:33]=[CH:34][CH:35]=[CH:36][CH:37]=6)[CH:6]=[CH:5][CH:4]=5)=[CH:8][C:9]=4[C:13]=3[CH:14]=2)[CH:19]=1, predict the reactants needed to synthesize it. The reactants are: [C:1]1([C:32]2[CH:37]=[CH:36][CH:35]=[CH:34][CH:33]=2)[CH:6]=[CH:5][CH:4]=[C:3]([C:7]2[CH:31]=[CH:30][C:10]3[S:11][C:12]4[CH:17]=[CH:16][C:15]([C:18]5[CH:19]=[C:20]([C:24]6[CH:29]=[CH:28][CH:27]=[CH:26][CH:25]=6)[CH:21]=[CH:22][CH:23]=5)=[CH:14][C:13]=4[C:9]=3[CH:8]=2)[CH:2]=1.C([Li])CCC.[B:43](OC)([O:46]C)[O:44]C.Cl. (9) Given the product [N:1]1([CH2:8][C:9]([C:11]2[CH:12]=[CH:13][C:14]([N+:17]([O-:19])=[O:18])=[CH:15][CH:16]=2)=[O:10])[CH2:6][CH2:5][O:4][CH2:3][CH2:2]1, predict the reactants needed to synthesize it. The reactants are: [NH:1]1[CH2:6][CH2:5][O:4][CH2:3][CH2:2]1.Br[CH2:8][C:9]([C:11]1[CH:16]=[CH:15][C:14]([N+:17]([O-:19])=[O:18])=[CH:13][CH:12]=1)=[O:10].CCN(C(C)C)C(C)C.